From a dataset of Peptide-MHC class I binding affinity with 185,985 pairs from IEDB/IMGT. Regression. Given a peptide amino acid sequence and an MHC pseudo amino acid sequence, predict their binding affinity value. This is MHC class I binding data. The peptide sequence is GLIVILFIM. The MHC is HLA-A02:06 with pseudo-sequence HLA-A02:06. The binding affinity (normalized) is 0.208.